From a dataset of Reaction yield outcomes from USPTO patents with 853,638 reactions. Predict the reaction yield, written as a fraction of the theoretical maximum amount of product (1.0 means a 100% yield; for example, 0.34 means a 34% yield). (1) The reactants are [CH3:1][O:2][CH2:3][O:4][C:5]1[CH:10]=[CH:9][C:8]([C:11]2[CH:12]=[C:13]([C:27]([OH:29])=O)[C:14]3[C:19]([CH3:20])=[N:18][N:17]([CH:21]4[CH2:26][CH2:25][CH2:24][CH2:23][O:22]4)[C:15]=3[N:16]=2)=[CH:7][CH:6]=1.CCN(C(C)C)C(C)C.[CH2:39]([N:46]1[CH2:51][C:50]([CH3:53])([CH3:52])[NH:49][CH2:48][C:47]1([CH3:55])[CH3:54])[C:40]1[CH:45]=[CH:44][CH:43]=[CH:42][CH:41]=1. The catalyst is C(Cl)Cl.O. The product is [CH2:39]([N:46]1[C:47]([CH3:55])([CH3:54])[CH2:48][N:49]([C:27]([C:13]2[CH:12]=[C:11]([C:8]3[CH:7]=[CH:6][C:5]([O:4][CH2:3][O:2][CH3:1])=[CH:10][CH:9]=3)[N:16]=[C:15]3[N:17]([CH:21]4[CH2:26][CH2:25][CH2:24][CH2:23][O:22]4)[N:18]=[C:19]([CH3:20])[C:14]=23)=[O:29])[C:50]([CH3:53])([CH3:52])[CH2:51]1)[C:40]1[CH:41]=[CH:42][CH:43]=[CH:44][CH:45]=1. The yield is 0.810. (2) The reactants are Cl.Cl.[C:3]1([S:9]([N:12]2[C:16]3[N:17]=[CH:18][N:19]=[C:20]([N:21]4[CH2:26][CH2:25][NH:24][CH2:23][CH2:22]4)[C:15]=3[C:14]([CH3:27])=[CH:13]2)(=[O:11])=[O:10])[CH:8]=[CH:7][CH:6]=[CH:5][CH:4]=1.[C:28]([O:32][C:33]([NH:35][CH2:36][CH:37]([C:41]1[CH:46]=[CH:45][C:44]([Cl:47])=[CH:43][CH:42]=1)[C:38](O)=[O:39])=[O:34])([CH3:31])([CH3:30])[CH3:29].CN(C(ON1N=NC2C=CC=CC1=2)=[N+](C)C)C.F[P-](F)(F)(F)(F)F. The catalyst is CN(C=O)C. The product is [C:28]([O:32][C:33](=[O:34])[NH:35][CH2:36][CH:37]([C:41]1[CH:42]=[CH:43][C:44]([Cl:47])=[CH:45][CH:46]=1)[C:38]([N:24]1[CH2:25][CH2:26][N:21]([C:20]2[C:15]3[C:14]([CH3:27])=[CH:13][N:12]([S:9]([C:3]4[CH:8]=[CH:7][CH:6]=[CH:5][CH:4]=4)(=[O:10])=[O:11])[C:16]=3[N:17]=[CH:18][N:19]=2)[CH2:22][CH2:23]1)=[O:39])([CH3:31])([CH3:29])[CH3:30]. The yield is 0.990. (3) The reactants are [CH2:1]([C@@:4]1([C:20]2[CH:25]=[CH:24][C:23]([F:26])=[CH:22][CH:21]=2)[O:9][C:8](=[O:10])[N:7]([C@H:11]([C:13]2[CH:18]=[CH:17][C:16](Br)=[CH:15][CH:14]=2)[CH3:12])[CH2:6][CH2:5]1)[CH:2]=[CH2:3].[B:27]1([B:27]2[O:31][C:30]([CH3:33])([CH3:32])[C:29]([CH3:35])([CH3:34])[O:28]2)[O:31][C:30]([CH3:33])([CH3:32])[C:29]([CH3:35])([CH3:34])[O:28]1.CC([O-])=O.[K+].C(Cl)Cl. The catalyst is CS(C)=O.C1C=CC(P(C2C=CC=CC=2)[C-]2C=CC=C2)=CC=1.C1C=CC(P(C2C=CC=CC=2)[C-]2C=CC=C2)=CC=1.Cl[Pd]Cl.[Fe+2]. The product is [CH2:1]([C@@:4]1([C:20]2[CH:25]=[CH:24][C:23]([F:26])=[CH:22][CH:21]=2)[O:9][C:8](=[O:10])[N:7]([C@H:11]([C:13]2[CH:18]=[CH:17][C:16]([B:27]3[O:31][C:30]([CH3:33])([CH3:32])[C:29]([CH3:35])([CH3:34])[O:28]3)=[CH:15][CH:14]=2)[CH3:12])[CH2:6][CH2:5]1)[CH:2]=[CH2:3]. The yield is 0.870. (4) The reactants are [C:1]([C:3]1[C:8]([C:9]2[CH:10]=[C:11]([CH2:24][N:25](C)[C:26](=O)OC(C)(C)C)[S:12][C:13]=2[S:14]([C:17]2[CH:22]=[CH:21][CH:20]=[C:19]([F:23])[CH:18]=2)(=[O:16])=[O:15])=[CH:7][CH:6]=[CH:5][N:4]=1)#[N:2].C(OCC)(=O)C.[ClH:40]. The catalyst is C(OCC)(=O)C.CC(O)C. The product is [ClH:40].[F:23][C:19]1[CH:18]=[C:17]([S:14]([C:13]2[S:12][C:11]([CH2:24][NH:25][CH3:26])=[CH:10][C:9]=2[C:8]2[C:3]([C:1]#[N:2])=[N:4][CH:5]=[CH:6][CH:7]=2)(=[O:15])=[O:16])[CH:22]=[CH:21][CH:20]=1. The yield is 0.500.